The task is: Regression. Given a target protein amino acid sequence and a drug SMILES string, predict the binding affinity score between them. We predict pIC50 (pIC50 = -log10(IC50 in M); higher means more potent). Dataset: bindingdb_ic50.. This data is from Drug-target binding data from BindingDB using IC50 measurements. (1) The small molecule is CNC(=O)[C@]12Oc3cc(C)cc(O)c3C(=O)C1=CC=C[C@H]2O. The target protein (Q04750) has sequence MSGDHLHNDSQIEADFRLNDSHKHKDKHKDREHRHKEHKKDKDKDREKSKHSNSEHKDSEKKHKEKEKTKHKDGSSEKHKDKHKDRDKERRKEEKIRAAGDAKIKKEKENGFSSPPRIKDEPEDDGYFAPPKEDIKPLKRLRDEDDADYKPKKIKTEDIKKEKKRKSEEEEDGKLKKPKNKDKDKKVAEPDNKKKKPKKEEEQKWKWWEEERYPEGIKWKFLEHKGPVFAPPYEPLPESVKFYYDGKVMKLSPKAEEVATFFAKMLDHEYTTKEIFRKNFFKDWRKEMTNDEKNTITNLSKCDFTQMSQYFKAQSEARKQMSKEEKLKIKEENEKLLKEYGFCVMDNHRERIANFKIEPPGLFRGRGNHPKMGMLKRRIMPEDIIINCSKDAKVPSPPPGHKWKEVRHDNKVTWLVSWTENIQGSIKYIMLNPSSRIKGEKDWQKYETARRLKKCVDKIRNQYREDWKSKEMKVRQRAVALYFIDKLALRAGNEKEEGET.... The pIC50 is 3.5. (2) The small molecule is CCC(/C=C1\Sc2ccc(OC)cc2N1CCO)=C\c1sc2ccc(OC)cc2[n+]1CCO. The target protein sequence is MAEPRQEFEVMEDHAGTYGLGDRKDQGGYTMHQDQEGDTDAGLKESPLQTPTEDGSEEPGSETSDAKSTPTAEDVTAPLVDEGAPGKQAAAQPHTEIPEGTTAEEAGIGDTPSLEDEAAGHVTQARMVSKSKDGTGSDDKKAKGADGKTKIATPRGAAPPGQKGQANATRIPAKTPPAPKTPPSSGEPPKSGDRSGYSSPGSPGTPGSRSRTPSLPTPPTREPKKVAVVRTPPKSPSSAKSRLQTAPVPMPDLKNVKSKIGSTENLKHQPGGGKVQIINKKLDLSNVQSKCGSKDNIKHVPGGGSVQIVYKPVDLSKVTSKCGSLGNIHHKPGGGQVEVKSEKLDFKDRVQSKIGSLDNITHVPGGGNKKIETHKLTFRENAKAKTDHGAEIVYKSPVVSGDTSPRHLSNVSSTGSIDMVDSPQLATLADEVSASLAKQGL. The pIC50 is 6.5. (3) The drug is O=C([O-])C(c1ccccc1)N1C(=O)c2cc(I)ccc2NC(=O)C1c1ccccc1. The target protein sequence is MCNTNMSVPTDGAVTTSQIPASEQETQDKEESVESSLPLNAIEPCVICQGRPKNGCIVHGKTGHLMACFTCAKKLKKRNKPCPVCRQPIQMIVLTYFP. The pIC50 is 4.5. (4) The pIC50 is 7.1. The small molecule is CCc1ccc(CSC[C@H](NC(=O)[C@H](C)CS)C(=O)O)cc1. The target protein (P19602) has sequence MPEVVDTCSLASPATVCRTKHLHLRCSVDFTRRALTGVAALTIQSQEDNLRSLILDTKDLTIEKVVINGQEVKYALGEKQSYKGSPMEISLPIALSKNQEVVIEISFETSPKSSALQWLTPEQTSGKEHPYLFSQCQAIHCRAFLPCQDTPSVKLTYTAEVSVPKELVALMSAIRDGEAPDPADPSRKIYKFSQKVPIPCYLIALVVGALESRKIGPRTLVWSEKEQVDKSAYEFSETESMLKIAEDLGGPYVWGQYDRLVLPPSFSYGGMENPCLTFVTPTLLAGDKSLSNVIAHEISHTWTGNLVTNKTWDHFWLNEGHTVYLERHICGRLFGEKFRHFHALGGWGELQNTVKTLGETQAFTKLVVDLTDTDPDVAYSSVPYEKGFALLFHLEQLLGGPEVFLGFLKAYVEKFSYKSITTDDWKNFLFSHFKDKVDILNQVDWDAWLYSPGLPPIKPNYDMTLTNACIALSQRWITAKEKDLNTFSATDLKDLSSHQV.... (5) The drug is Cc1ccc(C(=O)Nc2cccc(-c3nc4c(c(=O)n(C)c(=O)n4C)n3C)c2)cc1. The target protein (Q8BW75) has sequence MSNKSDVIVVGGGISGMAAAKLLHDCGLSVVVLEARDRVGGRTYTIRNKNVKYVDLGGSYVGPTQNRILRLAKELGLETYKVNEVERLIHFVKGKSYAFRGPFPPVWNPITYLDNNNLWRTMDEMGQEIPSDAPWKAPLAEEWDYMTMKELLDKICWTKSTKQIATLFVNLCVTAETHEVSALWFLWYVKQCGGTTRIISTTNGGQERKFIGGSGQVSERIKDILGDRVKLERPVIHIDQTGENVIVKTLNHEIYEAKYVISAIPPALGMKIHYSPPLPMLRNQLISRVPLGSVIKCMVYYKEPFWRKKDFCGTMVIEGEEAPIAYTLDDTKPDGTYAAIMGFILAHKARKLVRLTKEERLRKLCELYAKVLNSQEALQPVHYEEKNWCEEQYSGGCYTTYFPPGILTQYGRVLRQPVGKIFFAGTETASHWSGYMEGAVEAGERAAREILHAIGKIPEDEIWQPEPESLDVPARPITSTFLERHLPSVPGLLKLFGLTT.... The pIC50 is 4.8. (6) The small molecule is CNC(=O)c1c(-c2ccc(F)cc2)oc2cc(N(C)S(C)(=O)=O)c(-c3cnc4ncn(-c5cccc(F)c5)c(=O)c4c3)cc12. The target protein sequence is APITAYAQQTRGLLGCIITSLTGRDKNQVEGEVQIVSTATQTFLATCINGVCWTVYHGAGTRTIASPKGPVIQTYTNVDQDLVGWPAPQGSRSLTPCTCGSSDLYLVTRHADVIPVRRRGDSRGSLLSPRPISYLKGSSGGPLLCPTGHAVGLFRAAVCTRGVAKAVDFIPVENLETTMRSPVFTDNSSPPAVPQSFQVAHLHAPTGSGKSTKVPAAYAAKGYKVLVLNPSVAATLGFGAYMSKAHGVDPNIRTGVRTITTGSPITYSTYGKFLADAGCSGGAYDIIICDECHSTDATSISGIGTVLDQAETAGARLVVLATATPPGSVTVSHPNIEEVALSTTGEIPFYGKAIPLEVIKGGRHLIFCHSKKKCDELAAKLVALGINAVAYYRGLDVSVIPTSGDVVVVSTDALMTGFTGDFDSVIDCNTCVTQTVDFSLDPTFTIETTTLPQDAVSRTQRRGRTGRGKPGIYRFVAPGERPSGMFDSSVLCECYDAGCA.... The pIC50 is 8.4. (7) The compound is CC(C)CO[C@@H](CO)[C@H](O)C[S+]1C[C@@H](O)[C@H](O)[C@H]1CO.[Cl-]. The target protein (P23739) has sequence MAKKKFSALEISLIVLFIIVTAIAIALVTVLATKVPAVEEIKSPTPTSNSTPTSTPTSTSTPTSTSTPSPGKCPPEQGEPINERINCIPEQHPTKAICEERGCCWRPWNNTVIPWCFFADNHGYNAESITNENAGLKATLNRIPSPTLFGEDIKSVILTTQTQTGNRFRFKITDPNNKRYEVPHQFVKEETGIPAADTLYDVQVSENPFSIKVIRKSNNKVLCDTSVGPLLYSNQYLQISTRLPSEYIYGFGGHIHKRFRHDLYWKTWPIFTRDEIPGDNNHNLYGHQTFFMGIGDTSGKSYGVFLMNSNAMEVFIQPTPIITYRVTGGILDFYIFLGDTPEQVVQQYQEVHWRPAMPAYWNLGFQLSRWNYGSLDTVSEVVRRNREAGIPYDAQVTDIDYMEDHKEFTYDRVKFNGLPEFAQDLHNHGKYIIILDPAISINKRANGAEYQTYVRGNEKNVWVNESDGTTPLIGEVWPGLTVYPDFTNPQTIEWWANECN.... The pIC50 is 6.5. (8) The drug is CC/C(=C\c1cc(/C=C/C(=O)NO)n(C)c1)C(=O)c1ccccc1. The target protein sequence is MAASGEGVSLPSPAGGEDAHRRRVSYFYEPSIGDYYYGQGHPMKPHRIRMAHSLVVHYGLHRLLELSRPYPASEADIRRFHSDDYVAFLASATGNPGVLDPRAIKRFNVGEDCPVFDGLFPFCQASAGGSIGAAVKLNRGDADITVNWAGGLHHAKKSEASGFCYVNDIVLAILELLKFHRRVLYVDIDVHHGDGVEEAFFTTNRVMTVSFHKYGDFFPGTGHITDVGAAEGKHYALNVPLSDGIDDTTFRGLFQCIIKKVMEVYQPDVVVLQCGADSLAGDRLGCFNLSVKGHADCLRFLRSYNVPMMVLGGGGYTIRNVARCWCYETAVAVGVEPDNKLPYNDYYEYFGPDYTLHIQPKSVENLNTTKDLENIKNMILENLSKIEHVPSTQFHDRPSDPEAPEEKEEDMDKRPPQRSRLWSGGAYDSDTEDPDSLKSEGKDVTANFQMKDEPKDDL. The pIC50 is 5.3. (9) The small molecule is CCCc1cc(-c2cccc(C3CCCC3)c2)nc(C#N)n1. The target protein (P07858) has sequence MWQLWASLCCLLVLANARSRPSFHPLSDELVNYVNKRNTTWQAGHNFYNVDMSYLKRLCGTFLGGPKPPQRVMFTEDLKLPASFDAREQWPQCPTIKEIRDQGSCGSCWAFGAVEAISDRICIHTNAHVSVEVSAEDLLTCCGSMCGDGCNGGYPAEAWNFWTRKGLVSGGLYESHVGCRPYSIPPCEHHVNGSRPPCTGEGDTPKCSKICEPGYSPTYKQDKHYGYNSYSVSNSEKDIMAEIYKNGPVEGAFSVYSDFLLYKSGVYQHVTGEMMGGHAIRILGWGVENGTPYWLVANSWNTDWGDNGFFKILRGQDHCGIESEVVAGIPRTDQYWEKI. The pIC50 is 5.0.